Dataset: Peptide-MHC class I binding affinity with 185,985 pairs from IEDB/IMGT. Task: Regression. Given a peptide amino acid sequence and an MHC pseudo amino acid sequence, predict their binding affinity value. This is MHC class I binding data. (1) The peptide sequence is LEAIRSLVL. The MHC is HLA-B08:01 with pseudo-sequence HLA-B08:01. The binding affinity (normalized) is 0.472. (2) The peptide sequence is LERTSKASLER. The MHC is HLA-A31:01 with pseudo-sequence HLA-A31:01. The binding affinity (normalized) is 0.198. (3) The peptide sequence is RRFKYLLNV. The MHC is HLA-C06:02 with pseudo-sequence HLA-C06:02. The binding affinity (normalized) is 0.936. (4) The binding affinity (normalized) is 0.562. The peptide sequence is LSAGVGAVA. The MHC is HLA-A68:02 with pseudo-sequence HLA-A68:02. (5) The peptide sequence is LASSEPHCA. The MHC is HLA-A24:02 with pseudo-sequence HLA-A24:02. The binding affinity (normalized) is 0. (6) The peptide sequence is GHINVELSL. The MHC is HLA-B38:01 with pseudo-sequence HLA-B38:01. The binding affinity (normalized) is 0.535. (7) The peptide sequence is LESLTDREL. The MHC is HLA-B27:03 with pseudo-sequence HLA-B27:03. The binding affinity (normalized) is 0.0847. (8) The peptide sequence is ALASCMGL. The MHC is HLA-A02:03 with pseudo-sequence HLA-A02:03. The binding affinity (normalized) is 0.617. (9) The peptide sequence is EVAESVMFM. The MHC is HLA-A02:01 with pseudo-sequence HLA-A02:01. The binding affinity (normalized) is 0.0847.